This data is from Full USPTO retrosynthesis dataset with 1.9M reactions from patents (1976-2016). The task is: Predict the reactants needed to synthesize the given product. (1) The reactants are: [CH3:1][C:2]1[CH:3]=[C:4]([OH:8])[CH:5]=[CH:6][CH:7]=1.Cl[C:10]1[C:19]2[C:14](=[CH:15][CH:16]=[CH:17][CH:18]=2)[CH:13]=[C:12]([NH:20][C:21]2[CH:25]=[C:24]([CH3:26])[NH:23][N:22]=2)[N:11]=1. Given the product [CH3:26][C:24]1[NH:23][N:22]=[C:21]([NH:20][C:12]2[N:11]=[C:10]([O:8][C:4]3[CH:3]=[C:2]([CH3:1])[CH:7]=[CH:6][CH:5]=3)[C:19]3[C:14]([CH:13]=2)=[CH:15][CH:16]=[CH:17][CH:18]=3)[CH:25]=1, predict the reactants needed to synthesize it. (2) Given the product [BrH:28].[NH2:1][C:2]1[C:3]2[C:10]([C:11]3[CH:12]=[CH:13][C:14]([O:17][C:18]4[CH:23]=[CH:22][CH:21]=[CH:20][CH:19]=4)=[CH:15][CH:16]=3)=[CH:9][NH:8][C:4]=2[N:5]=[CH:6][N:7]=1, predict the reactants needed to synthesize it. The reactants are: [NH2:1][C:2]1[C:3]2[C:10]([C:11]3[CH:16]=[CH:15][C:14]([O:17][C:18]4[CH:23]=[CH:22][CH:21]=[CH:20][CH:19]=4)=[CH:13][CH:12]=3)=[CH:9][N:8](C(C)(C)C)[C:4]=2[N:5]=[CH:6][N:7]=1.[BrH:28]. (3) Given the product [CH:1]([C@:4]1([C:17]([OH:19])=[O:18])[CH2:8][CH2:7][C@@H:6]([N:9]([CH3:16])[CH:10]2[CH2:15][CH2:14][O:13][CH2:12][CH2:11]2)[CH2:5]1)([CH3:3])[CH3:2], predict the reactants needed to synthesize it. The reactants are: [CH:1]([C@:4]1([C:17]([O:19]C)=[O:18])[CH2:8][CH2:7][C@@H:6]([N:9]([CH3:16])[CH:10]2[CH2:15][CH2:14][O:13][CH2:12][CH2:11]2)[CH2:5]1)([CH3:3])[CH3:2].C1COCC1.CO.O[Li].O. (4) Given the product [Cl:33][C:34]1[CH:39]=[C:38]([N:40]([CH2:49][O:50][CH2:51][CH2:52][Si:53]([CH3:56])([CH3:55])[CH3:54])[CH2:41][O:42][CH2:43][CH2:44][Si:45]([CH3:48])([CH3:46])[CH3:47])[N:37]2[N:57]=[CH:58][C:59]([C:10]3[CH:9]=[N:8][C:7]([C:1]4[CH:2]=[CH:3][CH:4]=[CH:5][CH:6]=4)=[CH:12][CH:11]=3)=[C:36]2[N:35]=1, predict the reactants needed to synthesize it. The reactants are: [C:1]1([C:7]2[CH:12]=[CH:11][C:10](B3OC(C)(C)C(C)(C)O3)=[CH:9][N:8]=2)[CH:6]=[CH:5][CH:4]=[CH:3][CH:2]=1.[O-]P([O-])([O-])=O.[K+].[K+].[K+].C(Cl)Cl.[Cl:33][C:34]1[CH:39]=[C:38]([N:40]([CH2:49][O:50][CH2:51][CH2:52][Si:53]([CH3:56])([CH3:55])[CH3:54])[CH2:41][O:42][CH2:43][CH2:44][Si:45]([CH3:48])([CH3:47])[CH3:46])[N:37]2[N:57]=[CH:58][C:59](I)=[C:36]2[N:35]=1. (5) Given the product [CH3:31][C:26]([C:23]1[CH:24]=[CH:25][C:20]([C:13]2[CH:14]=[CH:15][C:10]([CH2:9][CH2:8][N:4]3[CH2:5][CH2:6][CH2:7][C@H:3]3[CH3:2])=[CH:11][CH:12]=2)=[CH:21][CH:22]=1)([CH3:30])[C:27]([OH:29])=[O:28], predict the reactants needed to synthesize it. The reactants are: Cl.[CH3:2][C@@H:3]1[CH2:7][CH2:6][CH2:5][N:4]1[CH2:8][CH2:9][C:10]1[CH:15]=[CH:14][C:13](B(O)O)=[CH:12][CH:11]=1.Cl[C:20]1[CH:25]=[CH:24][C:23]([C:26]([CH3:31])([CH3:30])[C:27]([OH:29])=[O:28])=[CH:22][CH:21]=1.C([O-])([O-])=O.[Na+].[Na+].Cl. (6) Given the product [NH:40]1[CH:41]=[CH:42][N:43]=[C:39]1[C:38]1[C:7]([C:6]2[CH:10]=[CH:11][C:3]([C:2]([F:13])([F:12])[F:1])=[CH:4][CH:5]=2)=[N:34][C:35]([NH:44][CH2:45][CH2:46][NH:47][C:15]2[CH:20]=[CH:19][C:18]([C:21]([F:24])([F:23])[F:22])=[CH:17][N:16]=2)=[N:36][CH:37]=1, predict the reactants needed to synthesize it. The reactants are: [F:1][C:2]([F:13])([F:12])[C:3]1[CH:11]=[CH:10][C:6]([C:7](Cl)=O)=[CH:5][CH:4]=1.Cl[C:15]1[CH:20]=[CH:19][C:18]([C:21]([F:24])([F:23])[F:22])=[CH:17][N:16]=1.ClC1C=C(Cl)C=CC=1C1[C:38]([C:39]2[NH:40][CH:41]=[CH:42][N:43]=2)=[CH:37][N:36]=[C:35]([NH:44][CH2:45][CH2:46][NH:47]C2C=CC([N+]([O-])=O)=CN=2)[N:34]=1.